This data is from Catalyst prediction with 721,799 reactions and 888 catalyst types from USPTO. The task is: Predict which catalyst facilitates the given reaction. Reactant: [CH3:1][O:2][C:3](=[O:18])[CH2:4][C:5]1[CH:10]=[CH:9][C:8]([C:11]2[CH:16]=[CH:15][CH:14]=[CH:13][CH:12]=2)=[C:7]([F:17])[CH:6]=1.[F:19][C:20]1[CH:25]=[C:24]([C:26](C)([CH2:30][CH3:31])[C:27]([OH:29])=[O:28])[CH:23]=[CH:22][C:21]=1[C:33]1[CH:38]=[CH:37][CH:36]=[CH:35][CH:34]=1.[Li+].[CH3:40][CH:41]([N-]C(C)C)C.I[CH2:48][CH3:49].[OH-].[Na+]. Product: [F:19][C:20]1[CH:25]=[C:24]([CH:26]([CH2:30][CH3:31])[C:27]([OH:29])=[O:28])[CH:23]=[CH:22][C:21]=1[C:33]1[CH:34]=[CH:35][CH:36]=[CH:37][CH:38]=1.[CH3:1][O:2][C:3](=[O:18])[C:4]([CH2:48][CH3:49])([C:5]1[CH:10]=[CH:9][C:8]([C:11]2[CH:12]=[CH:13][CH:14]=[CH:15][CH:16]=2)=[C:7]([F:17])[CH:6]=1)[CH2:40][CH3:41]. The catalyst class is: 1.